From a dataset of Full USPTO retrosynthesis dataset with 1.9M reactions from patents (1976-2016). Predict the reactants needed to synthesize the given product. (1) Given the product [Cl:1][C:2]1[CH:3]=[CH:4][C:5]([NH:8][C:9](=[O:18])[NH:10][C:11]2[CH:16]=[CH:15][C:14]([O:17][C:21](=[O:22])[N:20]([CH3:19])[C:24]3[CH:29]=[CH:28][CH:27]=[CH:26][CH:25]=3)=[CH:13][CH:12]=2)=[CH:6][CH:7]=1, predict the reactants needed to synthesize it. The reactants are: [Cl:1][C:2]1[CH:7]=[CH:6][C:5]([NH:8][C:9](=[O:18])[NH:10][C:11]2[CH:16]=[CH:15][C:14]([OH:17])=[CH:13][CH:12]=2)=[CH:4][CH:3]=1.[CH3:19][N:20]([C:24]1[CH:29]=[CH:28][CH:27]=[CH:26][CH:25]=1)[C:21](Cl)=[O:22]. (2) Given the product [CH3:1][N:2]1[CH2:24][CH2:23][C:5]2[N:6]([CH2:14][CH2:15][CH2:16][C:17]3[CH:22]=[CH:21][CH:20]=[CH:19][N:18]=3)[C:7]3[CH:8]=[CH:9][C:10]([CH3:13])=[CH:11][C:12]=3[C:4]=2[CH2:3]1, predict the reactants needed to synthesize it. The reactants are: [CH3:1][N:2]1[CH2:24][CH2:23][C:5]2[N:6]([CH2:14][C:15]#[C:16][C:17]3[CH:22]=[CH:21][CH:20]=[CH:19][N:18]=3)[C:7]3[CH:8]=[CH:9][C:10]([CH3:13])=[CH:11][C:12]=3[C:4]=2[CH2:3]1.[H][H].